From a dataset of Reaction yield outcomes from USPTO patents with 853,638 reactions. Predict the reaction yield, written as a fraction of the theoretical maximum amount of product (1.0 means a 100% yield; for example, 0.34 means a 34% yield). (1) The reactants are Cl[C:2]1[N:7]=[C:6]([NH:8][CH2:9][CH2:10][N:11]([CH3:13])[CH3:12])[N:5]=[C:4]2[N:14]([C:19]3[C:24]([F:25])=[CH:23][CH:22]=[CH:21][C:20]=3[F:26])[C:15](=[O:18])[NH:16][CH2:17][C:3]=12.O.C(=O)([O-])[O-].[K+].[K+].[CH3:34][C:35]([O:38][C:39]([C:41]1[CH:42]=[C:43]([F:51])[C:44]([CH3:50])=[C:45](B(O)O)[CH:46]=1)=[O:40])([CH3:37])[CH3:36]. The catalyst is O1CCOCC1.C1C=CC([P]([Pd]([P](C2C=CC=CC=2)(C2C=CC=CC=2)C2C=CC=CC=2)([P](C2C=CC=CC=2)(C2C=CC=CC=2)C2C=CC=CC=2)[P](C2C=CC=CC=2)(C2C=CC=CC=2)C2C=CC=CC=2)(C2C=CC=CC=2)C2C=CC=CC=2)=CC=1. The product is [F:26][C:20]1[CH:21]=[CH:22][CH:23]=[C:24]([F:25])[C:19]=1[N:14]1[C:4]2[N:5]=[C:6]([NH:8][CH2:9][CH2:10][N:11]([CH3:13])[CH3:12])[N:7]=[C:2]([C:45]3[CH:46]=[C:41]([CH:42]=[C:43]([F:51])[C:44]=3[CH3:50])[C:39]([O:38][C:35]([CH3:34])([CH3:36])[CH3:37])=[O:40])[C:3]=2[CH2:17][NH:16][C:15]1=[O:18]. The yield is 0.880. (2) The reactants are [Cl:1][C:2]1[CH:3]=[CH:4][C:5]([CH3:35])=[C:6]([C@H:8]([O:20][CH2:21][CH2:22][N:23](C(OC(C)(C)C)=O)[C:24]([O:26][CH3:27])=[O:25])[C:9]2[CH:10]=[C:11]([CH:17]=[CH:18][CH:19]=2)[C:12]([O:14][CH2:15][CH3:16])=[O:13])[CH:7]=1.Cl. The catalyst is C(Cl)Cl. The product is [Cl:1][C:2]1[CH:3]=[CH:4][C:5]([CH3:35])=[C:6]([C@H:8]([O:20][CH2:21][CH2:22][NH:23][C:24]([O:26][CH3:27])=[O:25])[C:9]2[CH:10]=[C:11]([CH:17]=[CH:18][CH:19]=2)[C:12]([O:14][CH2:15][CH3:16])=[O:13])[CH:7]=1. The yield is 0.970. (3) The reactants are C(OC(=O)[NH:10][CH2:11][CH2:12][CH2:13][CH2:14][C:15]1[CH:20]=[CH:19][C:18]([O:21][CH2:22][CH2:23][CH2:24][C:25]#[N:26])=[CH:17][CH:16]=1)C1C=CC=CC=1.CO[CH:30](OC)[CH2:31][NH2:32]. The catalyst is C(O)C. The product is [NH:32]1[CH:31]=[CH:30][N:26]=[C:25]1[CH2:24][CH2:23][CH2:22][O:21][C:18]1[CH:17]=[CH:16][C:15]([CH2:14][CH2:13][CH2:12][CH2:11][NH2:10])=[CH:20][CH:19]=1. The yield is 0.230. (4) The reactants are [N+](C1C=CC(O[C:11](=[O:23])[C:12]2[CH:17]=[C:16]([O:18][CH3:19])[C:15]([O:20][CH3:21])=[CH:14][C:13]=2[OH:22])=CC=1)([O-])=O.[CH3:24][O:25][C:26]([C:28]1[N:29]=[C:30]([NH2:33])[S:31][CH:32]=1)=[O:27].CO. The catalyst is C1(C)C(C)=CC=CC=1. The product is [CH3:24][O:25][C:26]([C:28]1[N:29]=[C:30]([NH:33][C:11](=[O:23])[C:12]2[CH:17]=[C:16]([O:18][CH3:19])[C:15]([O:20][CH3:21])=[CH:14][C:13]=2[OH:22])[S:31][CH:32]=1)=[O:27]. The yield is 0.800.